From a dataset of Full USPTO retrosynthesis dataset with 1.9M reactions from patents (1976-2016). Predict the reactants needed to synthesize the given product. (1) Given the product [F:1][C:2]1[CH:3]=[C:4]([CH:9]=[CH:10][C:11]=1[CH:12]=[O:23])[C:5]([O:7][CH3:8])=[O:6], predict the reactants needed to synthesize it. The reactants are: [F:1][C:2]1[CH:3]=[C:4]([CH:9]=[CH:10][C:11]=1[CH2:12]Br)[C:5]([O:7][CH3:8])=[O:6].O.O.C([N+]([O-:23])(CC)CC)C.O. (2) Given the product [CH2:31]([C:28]1[CH:29]=[N:30][C:25]([N:22]2[CH2:21][CH2:20][CH:19]([CH2:18][CH2:17][CH2:16][O:15][C:12]3[CH:11]=[CH:10][C:9]([N:4]4[CH2:5][CH2:6][NH:1][C:2](=[O:7])[CH2:3]4)=[N:14][CH:13]=3)[CH2:24][CH2:23]2)=[N:26][CH:27]=1)[CH3:32], predict the reactants needed to synthesize it. The reactants are: [NH:1]1[CH2:6][CH2:5][NH:4][CH2:3][C:2]1=[O:7].Cl[C:9]1[N:14]=[CH:13][C:12]([O:15][CH2:16][CH2:17][CH2:18][CH:19]2[CH2:24][CH2:23][N:22]([C:25]3[N:30]=[CH:29][C:28]([CH2:31][CH3:32])=[CH:27][N:26]=3)[CH2:21][CH2:20]2)=[CH:11][CH:10]=1.CC([O-])(C)C.[Na+]. (3) Given the product [ClH:10].[CH2:1]([NH:8][CH3:9])[C:2]1[CH:7]=[CH:6][CH:5]=[CH:4][CH:3]=1, predict the reactants needed to synthesize it. The reactants are: [CH2:1]([NH:8][CH3:9])[C:2]1[CH:7]=[CH:6][CH:5]=[CH:4][CH:3]=1.[ClH:10].O.CC(C)=O. (4) Given the product [OH:30][C:27]([C:33]1[CH:34]=[CH:35][CH:36]=[CH:37][CH:38]=1)([C:7]1[CH:12]=[CH:11][CH:10]=[CH:9][CH:8]=1)[CH:22]1[CH2:21][CH2:20][N:19]([CH2:2][CH2:3][CH2:4][C:5]([C:7]2[CH:12]=[CH:11][C:10]([C:13]([CH3:18])([CH3:17])[C:14]([OH:16])=[O:15])=[CH:9][CH:8]=2)=[O:6])[CH2:24][CH2:23]1, predict the reactants needed to synthesize it. The reactants are: Cl[CH2:2][CH2:3][CH2:4][C:5]([C:7]1[CH:12]=[CH:11][C:10]([C:13]([CH3:18])([CH3:17])[C:14]([OH:16])=[O:15])=[CH:9][CH:8]=1)=[O:6].[N:19]1(CO)[CH2:24][CH2:23][CH2:22][CH2:21][CH2:20]1.[C:27]([O-:30])([O-])=O.[K+].[K+].[C:33]1(C)[CH:38]=[CH:37][CH:36]=[CH:35][CH:34]=1. (5) Given the product [Cl:1][C:2]1[CH:3]=[N:4][CH:5]=[C:6]([Cl:20])[C:7]=1[S:8][C:9]1[S:13][C:12]([C:14]([NH:25][C:24]2[CH:26]=[CH:27][CH:28]=[C:22]([F:21])[CH:23]=2)=[O:15])=[CH:11][C:10]=1[N+:17]([O-:19])=[O:18], predict the reactants needed to synthesize it. The reactants are: [Cl:1][C:2]1[CH:3]=[N:4][CH:5]=[C:6]([Cl:20])[C:7]=1[S:8][C:9]1[S:13][C:12]([C:14](Cl)=[O:15])=[CH:11][C:10]=1[N+:17]([O-:19])=[O:18].[F:21][C:22]1[CH:23]=[C:24]([CH:26]=[CH:27][CH:28]=1)[NH2:25].